Dataset: Full USPTO retrosynthesis dataset with 1.9M reactions from patents (1976-2016). Task: Predict the reactants needed to synthesize the given product. (1) The reactants are: [CH2:1]([N:8]1[C:16]2[C:11](=[CH:12][CH:13]=[CH:14][CH:15]=2)[C:10](OS(C2C=CC(C)=CC=2)(=O)=O)=[N:9]1)[C:2]1[CH:7]=[CH:6][CH:5]=[CH:4][CH:3]=1.[CH:28]#[C:29][CH2:30][CH2:31][CH2:32][CH2:33][CH3:34]. Given the product [CH2:1]([N:8]1[C:16]2[C:11](=[CH:12][CH:13]=[CH:14][CH:15]=2)[C:10]([C:28]#[C:29][CH2:30][CH2:31][CH2:32][CH2:33][CH3:34])=[N:9]1)[C:2]1[CH:3]=[CH:4][CH:5]=[CH:6][CH:7]=1, predict the reactants needed to synthesize it. (2) Given the product [Cl:26][C:27]1[CH:28]=[C:29]([O:37][C:16]2[C:15]([F:19])=[CH:14][C:3]([C:4]([O:6][C:7]3[CH:12]=[CH:11][C:10]([CH3:13])=[CH:9][CH:8]=3)=[O:5])=[C:2]([F:1])[CH:17]=2)[CH:30]=[N:31][C:32]=1[O:33][CH:34]([CH3:35])[CH3:36], predict the reactants needed to synthesize it. The reactants are: [F:1][C:2]1[CH:17]=[C:16](F)[C:15]([F:19])=[CH:14][C:3]=1[C:4]([O:6][C:7]1[CH:12]=[CH:11][C:10]([CH3:13])=[CH:9][CH:8]=1)=[O:5].C(=O)([O-])[O-].[K+].[K+].[Cl:26][C:27]1[CH:28]=[C:29]([OH:37])[CH:30]=[N:31][C:32]=1[O:33][CH:34]([CH3:36])[CH3:35]. (3) The reactants are: C1(P(=O)(C2C=CC=CC=2)C2C=CC=CC=2)C=CC=CC=1.FC(F)(F)S(OS(C(F)(F)F)(=O)=O)(=O)=O.C([S:43][C:44]([CH3:73])([CH:68]([O:71][CH3:72])[O:69][CH3:70])[CH2:45][NH:46][C:47]([C:49]1[NH:50][C:51]2[C:56]([CH:57]=1)=[CH:55][CH:54]=[CH:53][C:52]=2[N:58]([CH3:67])[S:59]([C:62]1[S:63][CH:64]=[CH:65][CH:66]=1)(=[O:61])=[O:60])=O)C1C=CC=CC=1.C(=O)([O-])O.[Na+]. Given the product [CH3:70][O:69][CH:68]([O:71][CH3:72])[C:44]1([CH3:73])[S:43][C:47]([C:49]2[NH:50][C:51]3[C:56]([CH:57]=2)=[CH:55][CH:54]=[CH:53][C:52]=3[N:58]([CH3:67])[S:59]([C:62]2[S:63][CH:64]=[CH:65][CH:66]=2)(=[O:61])=[O:60])=[N:46][CH2:45]1, predict the reactants needed to synthesize it.